Regression. Given two drug SMILES strings and cell line genomic features, predict the synergy score measuring deviation from expected non-interaction effect. From a dataset of NCI-60 drug combinations with 297,098 pairs across 59 cell lines. (1) Drug 1: CC12CCC(CC1=CCC3C2CCC4(C3CC=C4C5=CN=CC=C5)C)O. Drug 2: C1C(C(OC1N2C=C(C(=O)NC2=O)F)CO)O. Cell line: U251. Synergy scores: CSS=45.4, Synergy_ZIP=-1.21, Synergy_Bliss=-1.97, Synergy_Loewe=-19.0, Synergy_HSA=0.329. (2) Drug 1: C1=CC(=CC=C1CCC2=CNC3=C2C(=O)NC(=N3)N)C(=O)NC(CCC(=O)O)C(=O)O. Drug 2: CN(C)N=NC1=C(NC=N1)C(=O)N. Cell line: SNB-75. Synergy scores: CSS=11.9, Synergy_ZIP=1.10, Synergy_Bliss=-0.205, Synergy_Loewe=-12.0, Synergy_HSA=-1.55. (3) Drug 1: C1=NC2=C(N=C(N=C2N1C3C(C(C(O3)CO)O)O)F)N. Drug 2: COCCOC1=C(C=C2C(=C1)C(=NC=N2)NC3=CC=CC(=C3)C#C)OCCOC.Cl. Cell line: SF-268. Synergy scores: CSS=1.42, Synergy_ZIP=-0.465, Synergy_Bliss=0.278, Synergy_Loewe=0.0514, Synergy_HSA=-0.236. (4) Drug 1: COCCOC1=C(C=C2C(=C1)C(=NC=N2)NC3=CC=CC(=C3)C#C)OCCOC.Cl. Drug 2: B(C(CC(C)C)NC(=O)C(CC1=CC=CC=C1)NC(=O)C2=NC=CN=C2)(O)O. Cell line: A549. Synergy scores: CSS=14.8, Synergy_ZIP=27.7, Synergy_Bliss=28.1, Synergy_Loewe=26.4, Synergy_HSA=27.5. (5) Drug 1: CS(=O)(=O)CCNCC1=CC=C(O1)C2=CC3=C(C=C2)N=CN=C3NC4=CC(=C(C=C4)OCC5=CC(=CC=C5)F)Cl. Drug 2: C#CCC(CC1=CN=C2C(=N1)C(=NC(=N2)N)N)C3=CC=C(C=C3)C(=O)NC(CCC(=O)O)C(=O)O. Cell line: SNB-75. Synergy scores: CSS=30.4, Synergy_ZIP=-4.94, Synergy_Bliss=-8.62, Synergy_Loewe=27.6, Synergy_HSA=-7.69.